Dataset: Catalyst prediction with 721,799 reactions and 888 catalyst types from USPTO. Task: Predict which catalyst facilitates the given reaction. (1) Reactant: [NH2:1][C:2]1[CH:3]=[C:4]([CH:7]=[CH:8][C:9]=1[NH:10][CH2:11][CH2:12][CH2:13][C:14]([F:17])([F:16])[F:15])[C:5]#[N:6].C(N(CC)CC)C.[C:25]([O:28][CH2:29][C:30](Cl)=O)(=[O:27])[CH3:26]. The catalyst class is: 322. Product: [C:25]([O:28][CH2:29][C:30]1[N:10]([CH2:11][CH2:12][CH2:13][C:14]([F:15])([F:16])[F:17])[C:9]2[CH:8]=[CH:7][C:4]([C:5]#[N:6])=[CH:3][C:2]=2[N:1]=1)(=[O:27])[CH3:26]. (2) Reactant: [N:1]1[C:6]2[NH:7][CH:8]=[CH:9][C:5]=2[C:4]([N:10]2[CH2:14][CH2:13][C@@H:12]([N:15]([CH3:25])[C:16]3[CH:24]=[CH:23][C:19]([C:20](O)=[O:21])=[CH:18][N:17]=3)[CH2:11]2)=[N:3][CH:2]=1.[CH:26]1([NH2:29])[CH2:28][CH2:27]1.CCN(C(C)C)C(C)C.CN(C(ON1N=NC2C=CC=NC1=2)=[N+](C)C)C.F[P-](F)(F)(F)(F)F. Product: [N:1]1[C:6]2[NH:7][CH:8]=[CH:9][C:5]=2[C:4]([N:10]2[CH2:14][CH2:13][C@@H:12]([N:15]([CH3:25])[C:16]3[CH:24]=[CH:23][C:19]([C:20]([NH:29][CH:26]4[CH2:28][CH2:27]4)=[O:21])=[CH:18][N:17]=3)[CH2:11]2)=[N:3][CH:2]=1. The catalyst class is: 3. (3) Reactant: [Br-].[Li+].[H-].[Na+].[CH3:5][O:6][C:7]1[CH:8]=[CH:9][C:10]2[N:15]=[CH:14][C:13](=[O:16])[NH:12][C:11]=2[N:17]=1.[CH2:18](Br)[CH:19]=[CH2:20]. Product: [CH3:5][O:6][C:7]1[CH:8]=[CH:9][C:10]2[N:15]=[CH:14][C:13](=[O:16])[N:12]([CH2:20][CH:19]=[CH2:18])[C:11]=2[N:17]=1. The catalyst class is: 35.